This data is from Forward reaction prediction with 1.9M reactions from USPTO patents (1976-2016). The task is: Predict the product of the given reaction. (1) Given the reactants [Br:1][C:2]1[CH:7]=[C:6]([C:8]#[N:9])[CH:5]=[CH:4][N:3]=1.C(=O)(O)[O-].[Na+].Cl.[NH2:16][OH:17], predict the reaction product. The product is: [Br:1][C:2]1[CH:7]=[C:6]([C:8](=[NH:9])[NH:16][OH:17])[CH:5]=[CH:4][N:3]=1. (2) Given the reactants [Cl:1][C:2]1[CH:7]=[C:6]([O:8][C:9]2[C:15]([F:16])=[CH:14][C:12]([NH2:13])=[C:11]([F:17])[CH:10]=2)[CH:5]=[CH:4][N:3]=1.CCN(CC)CC.[F:25][C:26]1[CH:31]=[CH:30][C:29]([N:32]2[CH:37]=[CH:36][CH:35]=[C:34]([C:38](Cl)=[O:39])[C:33]2=[O:41])=[CH:28][CH:27]=1, predict the reaction product. The product is: [Cl:1][C:2]1[CH:7]=[C:6]([O:8][C:9]2[C:15]([F:16])=[CH:14][C:12]([NH:13][C:38]([C:34]3[C:33](=[O:41])[N:32]([C:29]4[CH:28]=[CH:27][C:26]([F:25])=[CH:31][CH:30]=4)[CH:37]=[CH:36][CH:35]=3)=[O:39])=[C:11]([F:17])[CH:10]=2)[CH:5]=[CH:4][N:3]=1. (3) Given the reactants [CH2:1]([N:5]([CH2:19][C:20]1[CH:32]=[CH:31][C:23]([O:24][CH2:25][C:26]([O:28]CC)=[O:27])=[C:22]([CH3:33])[CH:21]=1)[C:6]1[N:11]=[C:10]([C:12]2[CH:17]=[CH:16][C:15]([Cl:18])=[CH:14][CH:13]=2)[CH:9]=[CH:8][N:7]=1)[CH2:2][CH2:3][CH3:4].[OH-].[Na+], predict the reaction product. The product is: [CH2:1]([N:5]([CH2:19][C:20]1[CH:32]=[CH:31][C:23]([O:24][CH2:25][C:26]([OH:28])=[O:27])=[C:22]([CH3:33])[CH:21]=1)[C:6]1[N:11]=[C:10]([C:12]2[CH:13]=[CH:14][C:15]([Cl:18])=[CH:16][CH:17]=2)[CH:9]=[CH:8][N:7]=1)[CH2:2][CH2:3][CH3:4]. (4) Given the reactants [Si]([O:8][CH2:9][CH:10]1[N:15]([S:16]([C:19]2[CH:20]=[C:21]([N:25]3[C:34](=[O:35])[C:33]4[C:28](=[CH:29][CH:30]=[CH:31][CH:32]=4)[NH:27][C:26]3=[O:36])[CH:22]=[CH:23][CH:24]=2)(=[O:18])=[O:17])[C:14]2[CH:37]=[CH:38][CH:39]=[CH:40][C:13]=2[O:12][CH2:11]1)(C(C)(C)C)(C)C.[F-].C([N+](CCCC)(CCCC)CCCC)CCC, predict the reaction product. The product is: [OH:8][CH2:9][CH:10]1[N:15]([S:16]([C:19]2[CH:20]=[C:21]([N:25]3[C:34](=[O:35])[C:33]4[C:28](=[CH:29][CH:30]=[CH:31][CH:32]=4)[NH:27][C:26]3=[O:36])[CH:22]=[CH:23][CH:24]=2)(=[O:17])=[O:18])[C:14]2[CH:37]=[CH:38][CH:39]=[CH:40][C:13]=2[O:12][CH2:11]1. (5) Given the reactants [Cl:1][C:2]1[CH:3]=[CH:4][C:5]([O:17][CH2:18][C:19]2[CH:24]=[CH:23][CH:22]=[CH:21][CH:20]=2)=[C:6]([CH2:8][N:9]2[CH:13]=[CH:12][C:11]([C:14](O)=[O:15])=[N:10]2)[CH:7]=1.S(Cl)([Cl:27])=O, predict the reaction product. The product is: [Cl:1][C:2]1[CH:3]=[CH:4][C:5]([O:17][CH2:18][C:19]2[CH:24]=[CH:23][CH:22]=[CH:21][CH:20]=2)=[C:6]([CH2:8][N:9]2[CH:13]=[CH:12][C:11]([C:14]([Cl:27])=[O:15])=[N:10]2)[CH:7]=1. (6) Given the reactants [NH2:1][C:2]1[C:3]([OH:8])=[N:4][CH:5]=[CH:6][CH:7]=1.[CH2:9]([O:11][C:12]1[C:13](=O)[C:14](=[O:19])[C:15]=1[O:16]CC)[CH3:10], predict the reaction product. The product is: [CH2:9]([O:11][C:12]1[C:15](=[O:16])[C:14](=[O:19])[C:13]=1[NH:1][C:2]1[C:3]([OH:8])=[N:4][CH:5]=[CH:6][CH:7]=1)[CH3:10]. (7) Given the reactants [CH:1]([C@H:4]1[C:9]([O:10][CH3:11])=[N:8][CH:7]([CH3:12])[C:6]([O:13][CH3:14])=[N:5]1)([CH3:3])[CH3:2].C([Li])CCC.I[CH2:21][CH2:22][C:23]1[CH:24]=[CH:25][C:26]2[O:30][C:29]([CH2:31][CH2:32][CH2:33][CH2:34][CH3:35])=[N:28][C:27]=2[CH:36]=1.[Cl-].[NH4+], predict the reaction product. The product is: [CH:1]([C@H:4]1[C:9]([O:10][CH3:11])=[N:8][C@@:7]([CH2:21][CH2:22][C:23]2[CH:24]=[CH:25][C:26]3[O:30][C:29]([CH2:31][CH2:32][CH2:33][CH2:34][CH3:35])=[N:28][C:27]=3[CH:36]=2)([CH3:12])[C:6]([O:13][CH3:14])=[N:5]1)([CH3:3])[CH3:2]. (8) Given the reactants [Cl:1][C:2]1[CH:14]=[C:13]([Cl:15])[C:12]([S:16][C:17]2[N:21]([CH3:22])[N:20]=[C:19]([CH3:23])[C:18]=2/[CH:24]=[N:25]/O)=[CH:11][C:3]=1[O:4][C@@H:5]([CH3:10])[C:6]([O:8]C)=[O:7].C(N(CC)CC)C.ClC(Cl)(Cl)C(Cl)=O.O1CCCC1, predict the reaction product. The product is: [Cl:1][C:2]1[CH:14]=[C:13]([Cl:15])[C:12]([S:16][C:17]2[N:21]([CH3:22])[N:20]=[C:19]([CH3:23])[C:18]=2[C:24]#[N:25])=[CH:11][C:3]=1[O:4][C@@H:5]([CH3:10])[C:6]([OH:8])=[O:7].